Predict which catalyst facilitates the given reaction. From a dataset of Catalyst prediction with 721,799 reactions and 888 catalyst types from USPTO. (1) The catalyst class is: 6. Reactant: C([O:8][C:9]1[CH:28]=[CH:27][CH:26]=[CH:25][C:10]=1[CH2:11][C:12]1[CH:17]=[CH:16][C:15](/[CH:18]=[CH:19]/[C:20]([O:22][CH2:23][CH3:24])=[O:21])=[CH:14][CH:13]=1)C1C=CC=CC=1.FC(F)(F)C(O)=O.CSC. Product: [OH:8][C:9]1[CH:28]=[CH:27][CH:26]=[CH:25][C:10]=1[CH2:11][C:12]1[CH:13]=[CH:14][C:15](/[CH:18]=[CH:19]/[C:20]([O:22][CH2:23][CH3:24])=[O:21])=[CH:16][CH:17]=1. (2) Reactant: [C:1]([O:5][C:6](=[O:17])[NH:7][C@H:8]([C:10]1[CH:15]=[CH:14][C:13](Br)=[CH:12][CH:11]=1)[CH3:9])([CH3:4])([CH3:3])[CH3:2].C([Sn](CCCC)(CCCC)[C:23]([O:25]CC)=[CH2:24])CCC. Product: [C:1]([O:5][C:6](=[O:17])[NH:7][C@H:8]([C:10]1[CH:15]=[CH:14][C:13]([C:23](=[O:25])[CH3:24])=[CH:12][CH:11]=1)[CH3:9])([CH3:4])([CH3:3])[CH3:2]. The catalyst class is: 658. (3) Reactant: [Li+].[Cl-].P([CH2:11][C:12]#[N:13])(OCC)(OCC)=O.C1CCN2C(=NCCC2)CC1.[C:25]([O:29][C:30](=[O:42])[NH:31][C@H:32]([CH2:35][C:36]1[CH:41]=[CH:40][CH:39]=[CH:38][CH:37]=1)[CH:33]=O)([CH3:28])([CH3:27])[CH3:26]. Product: [C:25]([O:29][C:30](=[O:42])[NH:31][C@@H:32](/[CH:33]=[CH:11]/[C:12]#[N:13])[CH2:35][C:36]1[CH:37]=[CH:38][CH:39]=[CH:40][CH:41]=1)([CH3:28])([CH3:26])[CH3:27]. The catalyst class is: 10. (4) Reactant: [H-].[Na+].[OH:3][C:4]([CH3:10])([CH3:9])[C:5]([O:7][CH3:8])=[O:6].I[CH2:12][CH3:13]. Product: [CH2:12]([O:3][C:4]([CH3:10])([CH3:9])[C:5]([O:7][CH3:8])=[O:6])[CH3:13]. The catalyst class is: 827. (5) Product: [Cl:1][C:2]1[CH:7]=[C:6]([Cl:8])[CH:5]=[CH:4][C:3]=1[O:9][C:17]1[C:18]([C:19]([O:21][CH2:22][CH3:23])=[O:20])=[CH:13][N:14]=[C:15]([CH:24]([CH3:25])[CH3:26])[N:16]=1. The catalyst class is: 9. Reactant: [Cl:1][C:2]1[CH:7]=[C:6]([Cl:8])[CH:5]=[CH:4][C:3]=1[OH:9].[H-].[Na+].Cl[C:13]1[C:18]([C:19]([O:21][CH2:22][CH3:23])=[O:20])=[CH:17][N:16]=[C:15]([CH:24]([CH3:26])[CH3:25])[N:14]=1.O. (6) Reactant: [C:1](Cl)(=[O:8])[C:2]1[CH:7]=[CH:6][CH:5]=[CH:4][CH:3]=1.[NH2:10][C:11]1[CH:12]=[CH:13][C:14]2[N:18]=[C:17]([S:19][C:20]3[O:24][C:23](/[CH:25]=[C:26]4/[C:27](=[O:35])[N:28]([CH:32]([CH3:34])[CH3:33])[C:29](=[O:31])[S:30]/4)=[CH:22][CH:21]=3)[NH:16][C:15]=2[CH:36]=1.CCN(C(C)C)C(C)C. Product: [CH:32]([N:28]1[C:27](=[O:35])/[C:26](=[CH:25]/[C:23]2[O:24][C:20]([S:19][C:17]3[NH:16][C:15]4[CH:36]=[C:11]([NH:10][C:1](=[O:8])[C:2]5[CH:7]=[CH:6][CH:5]=[CH:4][CH:3]=5)[CH:12]=[CH:13][C:14]=4[N:18]=3)=[CH:21][CH:22]=2)/[S:30][C:29]1=[O:31])([CH3:34])[CH3:33]. The catalyst class is: 2. (7) Reactant: [NH2:1][C:2]1[CH:15]=[C:14]2[C:5]([O:6][C:7]3[C:8]([C:16]4[NH:21][C:20](=[O:22])[CH:19]=[C:18]([N:23]5[CH2:28][CH2:27][O:26][CH2:25][CH2:24]5)[CH:17]=4)=[CH:9][CH:10]=[CH:11][C:12]=3[CH2:13]2)=[CH:4][CH:3]=1.Br[CH2:30][C:31]([O:33][CH2:34][CH3:35])=[O:32].C(=O)([O-])[O-].[K+].[K+].CN(C)C(=O)C. Product: [O:26]1[CH2:27][CH2:28][N:23]([C:18]2[CH:17]=[C:16]([C:8]3[CH:9]=[CH:10][CH:11]=[C:12]4[C:7]=3[O:6][C:5]3[CH:4]=[CH:3][C:2]([NH:1][CH2:30][C:31]([O:33][CH2:34][CH3:35])=[O:32])=[CH:15][C:14]=3[CH2:13]4)[NH:21][C:20](=[O:22])[CH:19]=2)[CH2:24][CH2:25]1. The catalyst class is: 22. (8) Reactant: [C:1]([O:5][C:6]([N:8]([CH2:29][O:30][CH2:31][CH2:32][Si:33]([CH3:36])([CH3:35])[CH3:34])[C:9]1[S:10][C@:11]2([C:25]([O:27]C)=[O:26])[C@H:13]([C@:14]([C:17]3[CH:22]=[CH:21][CH:20]=[C:19]([F:23])[C:18]=3[F:24])([CH3:16])[N:15]=1)[CH2:12]2)=[O:7])([CH3:4])([CH3:3])[CH3:2].O.[OH-].[Li+]. Product: [C:1]([O:5][C:6]([N:8]([CH2:29][O:30][CH2:31][CH2:32][Si:33]([CH3:36])([CH3:35])[CH3:34])[C:9]1[S:10][C@:11]2([C:25]([OH:27])=[O:26])[C@H:13]([C@:14]([C:17]3[CH:22]=[CH:21][CH:20]=[C:19]([F:23])[C:18]=3[F:24])([CH3:16])[N:15]=1)[CH2:12]2)=[O:7])([CH3:4])([CH3:3])[CH3:2]. The catalyst class is: 87.